This data is from Forward reaction prediction with 1.9M reactions from USPTO patents (1976-2016). The task is: Predict the product of the given reaction. (1) The product is: [N:1]([CH2:4][CH2:5][O:6][CH2:7][CH2:8][O:9][CH2:10][CH2:11][O:12][CH2:13][CH2:14][O:15][CH2:16][CH2:17][O:18][CH2:19][CH2:20][NH:21][C:26](=[O:27])[CH2:25][O:24][CH2:23][C:22]([OH:29])=[O:28])=[N+:2]=[N-:3]. Given the reactants [N:1]([CH2:4][CH2:5][O:6][CH2:7][CH2:8][O:9][CH2:10][CH2:11][O:12][CH2:13][CH2:14][O:15][CH2:16][CH2:17][O:18][CH2:19][CH2:20][NH2:21])=[N+:2]=[N-:3].[C:22]1(=[O:29])[O:28][C:26](=[O:27])[CH2:25][O:24][CH2:23]1, predict the reaction product. (2) Given the reactants C([O:8][C:9]1[CH:14]=[CH:13][N:12]=[C:11]([NH:15][C:16]2[S:17][CH:18]=[C:19]([CH3:21])[N:20]=2)[CH:10]=1)C1C=CC=CC=1.Cl, predict the reaction product. The product is: [CH3:21][C:19]1[N:20]=[C:16]([NH:15][C:11]2[CH:10]=[C:9]([OH:8])[CH:14]=[CH:13][N:12]=2)[S:17][CH:18]=1.